This data is from Reaction yield outcomes from USPTO patents with 853,638 reactions. The task is: Predict the reaction yield, written as a fraction of the theoretical maximum amount of product (1.0 means a 100% yield; for example, 0.34 means a 34% yield). (1) The reactants are [CH:1]1([C:4]2[C:5]([N:23]3[CH2:28][CH2:27][N:26]([C:29]([O:31][C:32]([CH3:35])([CH3:34])[CH3:33])=[O:30])[CH2:25][CH2:24]3)=[C:6]3[C:12](I)=[N:11][N:10]([CH2:14][C:15]4[CH:20]=[CH:19][C:18]([O:21][CH3:22])=[CH:17][CH:16]=4)[C:7]3=[N:8][CH:9]=2)[CH2:3][CH2:2]1.C(N(CC)CC)C.[C:43]([Si:45]([CH3:48])([CH3:47])[CH3:46])#[CH:44]. The catalyst is C1COCC1.Cl[Pd](Cl)([P](C1C=CC=CC=1)(C1C=CC=CC=1)C1C=CC=CC=1)[P](C1C=CC=CC=1)(C1C=CC=CC=1)C1C=CC=CC=1. The product is [CH:1]1([C:4]2[C:5]([N:23]3[CH2:28][CH2:27][N:26]([C:29]([O:31][C:32]([CH3:35])([CH3:34])[CH3:33])=[O:30])[CH2:25][CH2:24]3)=[C:6]3[C:12]([C:44]#[C:43][Si:45]([CH3:48])([CH3:47])[CH3:46])=[N:11][N:10]([CH2:14][C:15]4[CH:20]=[CH:19][C:18]([O:21][CH3:22])=[CH:17][CH:16]=4)[C:7]3=[N:8][CH:9]=2)[CH2:3][CH2:2]1. The yield is 0.980. (2) The reactants are [N:1]1([CH2:8][CH2:9][O:10][C:11]2[CH:38]=[CH:37][C:14]([C:15]([C:17]3[C:26]4[C:21](=[CH:22][C:23]([O:27][CH3:28])=[CH:24][CH:25]=4)[CH:20]=[CH:19][C:18]=3OS(C(F)(F)F)(=O)=O)=[O:16])=[CH:13][CH:12]=2)[CH2:7][CH2:6][CH2:5][CH2:4][CH2:3][CH2:2]1.Br[C:40]1[C:45]([F:46])=[C:44]([F:47])[CH:43]=[CH:42][C:41]=1[F:48].OC1C=C2C(=CC=1)C(C(C1C=CC(OCCN3CCCCC3)=CC=1)=O)=C(C1C=C(F)C=C(F)C=1F)C=C2. No catalyst specified. The product is [N:1]1([CH2:8][CH2:9][O:10][C:11]2[CH:12]=[CH:13][C:14]([C:15]([C:17]3[C:26]4[C:21](=[CH:22][C:23]([O:27][CH3:28])=[CH:24][CH:25]=4)[CH:20]=[CH:19][C:18]=3[C:40]3[C:41]([F:48])=[CH:42][CH:43]=[C:44]([F:47])[C:45]=3[F:46])=[O:16])=[CH:37][CH:38]=2)[CH2:7][CH2:6][CH2:5][CH2:4][CH2:3][CH2:2]1. The yield is 0.460. (3) The reactants are [C:1]1([CH3:17])[CH:6]=[CH:5][C:4]([C:7]2[CH:16]=[CH:15][CH:14]=[CH:13][C:8]=2[C:9]([O:11]C)=[O:10])=[CH:3][CH:2]=1.[OH-].[Na+]. The catalyst is C(O)C. The product is [C:1]1([CH3:17])[CH:2]=[CH:3][C:4]([C:7]2[CH:16]=[CH:15][CH:14]=[CH:13][C:8]=2[C:9]([OH:11])=[O:10])=[CH:5][CH:6]=1. The yield is 1.00. (4) The reactants are C([O:8][C:9]1[CH:14]=[CH:13][C:12]([S:15]([NH:18][CH2:19][C@H:20]([N:25]2[CH2:30][CH2:29][O:28][CH2:27][CH2:26]2)[C:21]([O:23][CH3:24])=[O:22])(=[O:17])=[O:16])=[CH:11][CH:10]=1)C1C=CC=CC=1. The catalyst is [Pd].CO.O1CCOCC1. The product is [OH:8][C:9]1[CH:10]=[CH:11][C:12]([S:15]([NH:18][CH2:19][C@H:20]([N:25]2[CH2:30][CH2:29][O:28][CH2:27][CH2:26]2)[C:21]([O:23][CH3:24])=[O:22])(=[O:17])=[O:16])=[CH:13][CH:14]=1. The yield is 0.810. (5) The reactants are [Cl:1][C:2]1[N:3]=[C:4](Cl)[C:5]2[CH2:10][O:9][CH:8]([C:11]3[CH:16]=[CH:15][C:14]([F:17])=[CH:13][CH:12]=3)[C:6]=2[N:7]=1.Cl.[CH3:20][NH2:21]. No catalyst specified. The product is [Cl:1][C:2]1[N:3]=[C:4]([NH:21][CH3:20])[C:5]2[CH2:10][O:9][CH:8]([C:11]3[CH:16]=[CH:15][C:14]([F:17])=[CH:13][CH:12]=3)[C:6]=2[N:7]=1. The yield is 0.608. (6) The reactants are C([O:8][N:9]1[C:15](=[O:16])[N:14]2[CH2:17][C@H:10]1[CH2:11][CH2:12][C@H:13]2[C:18]([NH:20][NH:21][C:22](=[O:27])[C:23]([CH3:26])([CH3:25])[CH3:24])=[O:19])C1C=CC=CC=1. The catalyst is CO.[Pd]. The product is [CH3:24][C:23]([CH3:26])([CH3:25])[C:22]([NH:21][NH:20][C:18]([C@@H:13]1[CH2:12][CH2:11][C@@H:10]2[CH2:17][N:14]1[C:15](=[O:16])[N:9]2[OH:8])=[O:19])=[O:27]. The yield is 1.00. (7) The reactants are [NH2:1][C:2]1[CH:11]=[CH:10][C:5]([C:6]([O:8][CH3:9])=[O:7])=[C:4]([O:12][CH3:13])[CH:3]=1.[I:14]Cl. The catalyst is C(O)(=O)C. The product is [NH2:1][C:2]1[C:11]([I:14])=[CH:10][C:5]([C:6]([O:8][CH3:9])=[O:7])=[C:4]([O:12][CH3:13])[CH:3]=1. The yield is 0.880. (8) The reactants are [F:1][C:2]1[C:3]([CH:11]=[CH2:12])=[N:4][CH:5]=[C:6]([N+:8]([O-:10])=[O:9])[CH:7]=1.[CH3:13][S:14]([O-:16])=[O:15].[Na+].C(O)(=O)C. The catalyst is C(O)C. The product is [F:1][C:2]1[C:3]([CH2:11][CH2:12][S:14]([CH3:13])(=[O:16])=[O:15])=[N:4][CH:5]=[C:6]([N+:8]([O-:10])=[O:9])[CH:7]=1. The yield is 0.360. (9) The reactants are [CH3:1][O:2][C:3]1[CH:4]=[C:5]([OH:11])[CH:6]=[C:7]([O:9][CH3:10])[CH:8]=1.Cl[CH2:13]C#N.C[CH2:17][O:18]CC. The catalyst is [Cl-].[Zn+2].[Cl-]. The product is [CH3:10][O:9][C:7]1[C:8]2[C:17](=[O:18])[CH2:1][O:2][C:3]=2[CH:4]=[C:5]([O:11][CH3:13])[CH:6]=1. The yield is 0.132. (10) The reactants are [F-].[Cs+].[C:3]([O:7][C:8]([N:10]1[CH2:15][CH2:14][C:13]2[N:16]([CH3:27])[C:17]([C:20]3[CH:25]=[CH:24][N:23]=[C:22]([NH2:26])[N:21]=3)=[C:18](I)[C:12]=2[C:11]1=[O:28])=[O:9])([CH3:6])([CH3:5])[CH3:4].[N+:29]([C:32]1[CH:33]=[C:34]([CH:49]=[CH:50][CH:51]=1)[CH2:35][Sn](CCCC)(CCCC)CCCC)([O-:31])=[O:30]. The catalyst is CN(C=O)C.O.C1(P(C2C=CC=CC=2)C2C=CC=CC=2)C=CC=CC=1.C1(P(C2C=CC=CC=2)C2C=CC=CC=2)C=CC=CC=1.C1(P(C2C=CC=CC=2)C2C=CC=CC=2)C=CC=CC=1.C1(P(C2C=CC=CC=2)C2C=CC=CC=2)C=CC=CC=1.[Pd].[Cu]I. The yield is 0.730. The product is [C:3]([O:7][C:8]([N:10]1[CH2:15][CH2:14][C:13]2[N:16]([CH3:27])[C:17]([C:20]3[CH:25]=[CH:24][N:23]=[C:22]([NH2:26])[N:21]=3)=[C:18]([CH2:35][C:34]3[CH:49]=[CH:50][CH:51]=[C:32]([N+:29]([O-:31])=[O:30])[CH:33]=3)[C:12]=2[C:11]1=[O:28])=[O:9])([CH3:6])([CH3:5])[CH3:4].